This data is from NCI-60 drug combinations with 297,098 pairs across 59 cell lines. The task is: Regression. Given two drug SMILES strings and cell line genomic features, predict the synergy score measuring deviation from expected non-interaction effect. (1) Drug 1: CN(C)N=NC1=C(NC=N1)C(=O)N. Drug 2: C1C(C(OC1N2C=NC3=C2NC=NCC3O)CO)O. Cell line: SNB-75. Synergy scores: CSS=-3.86, Synergy_ZIP=-0.317, Synergy_Bliss=-4.17, Synergy_Loewe=-6.24, Synergy_HSA=-5.91. (2) Drug 1: CC1=CC=C(C=C1)C2=CC(=NN2C3=CC=C(C=C3)S(=O)(=O)N)C(F)(F)F. Drug 2: CC1=C(N=C(N=C1N)C(CC(=O)N)NCC(C(=O)N)N)C(=O)NC(C(C2=CN=CN2)OC3C(C(C(C(O3)CO)O)O)OC4C(C(C(C(O4)CO)O)OC(=O)N)O)C(=O)NC(C)C(C(C)C(=O)NC(C(C)O)C(=O)NCCC5=NC(=CS5)C6=NC(=CS6)C(=O)NCCC[S+](C)C)O. Cell line: ACHN. Synergy scores: CSS=50.3, Synergy_ZIP=-0.607, Synergy_Bliss=-1.43, Synergy_Loewe=-29.1, Synergy_HSA=-1.68.